Regression. Given two drug SMILES strings and cell line genomic features, predict the synergy score measuring deviation from expected non-interaction effect. From a dataset of NCI-60 drug combinations with 297,098 pairs across 59 cell lines. (1) Drug 2: CN(C)N=NC1=C(NC=N1)C(=O)N. Drug 1: CN1CCC(CC1)COC2=C(C=C3C(=C2)N=CN=C3NC4=C(C=C(C=C4)Br)F)OC. Cell line: SK-MEL-2. Synergy scores: CSS=-4.28, Synergy_ZIP=2.15, Synergy_Bliss=2.21, Synergy_Loewe=-2.85, Synergy_HSA=-1.54. (2) Drug 1: C1CC(C1)(C(=O)O)C(=O)O.[NH2-].[NH2-].[Pt+2]. Drug 2: CCCCCOC(=O)NC1=NC(=O)N(C=C1F)C2C(C(C(O2)C)O)O. Cell line: HL-60(TB). Synergy scores: CSS=54.8, Synergy_ZIP=0.544, Synergy_Bliss=-5.89, Synergy_Loewe=-5.92, Synergy_HSA=-6.28. (3) Drug 1: C(=O)(N)NO. Drug 2: C(CCl)NC(=O)N(CCCl)N=O. Cell line: COLO 205. Synergy scores: CSS=36.9, Synergy_ZIP=0.366, Synergy_Bliss=0.456, Synergy_Loewe=-14.5, Synergy_HSA=1.12. (4) Drug 1: CCC(=C(C1=CC=CC=C1)C2=CC=C(C=C2)OCCN(C)C)C3=CC=CC=C3.C(C(=O)O)C(CC(=O)O)(C(=O)O)O. Drug 2: CC(C)(C#N)C1=CC(=CC(=C1)CN2C=NC=N2)C(C)(C)C#N. Cell line: NCIH23. Synergy scores: CSS=1.86, Synergy_ZIP=1.68, Synergy_Bliss=4.16, Synergy_Loewe=2.70, Synergy_HSA=2.20. (5) Synergy scores: CSS=53.0, Synergy_ZIP=-0.0452, Synergy_Bliss=-0.568, Synergy_Loewe=-38.7, Synergy_HSA=-1.47. Cell line: A498. Drug 1: CCCCC(=O)OCC(=O)C1(CC(C2=C(C1)C(=C3C(=C2O)C(=O)C4=C(C3=O)C=CC=C4OC)O)OC5CC(C(C(O5)C)O)NC(=O)C(F)(F)F)O. Drug 2: C(CN)CNCCSP(=O)(O)O. (6) Drug 1: COC1=C(C=C2C(=C1)N=CN=C2NC3=CC(=C(C=C3)F)Cl)OCCCN4CCOCC4. Drug 2: C1CCC(C(C1)N)N.C(=O)(C(=O)[O-])[O-].[Pt+4]. Cell line: RPMI-8226. Synergy scores: CSS=49.8, Synergy_ZIP=-0.0681, Synergy_Bliss=-0.190, Synergy_Loewe=-7.60, Synergy_HSA=1.55.